This data is from CYP2C19 inhibition data for predicting drug metabolism from PubChem BioAssay. The task is: Regression/Classification. Given a drug SMILES string, predict its absorption, distribution, metabolism, or excretion properties. Task type varies by dataset: regression for continuous measurements (e.g., permeability, clearance, half-life) or binary classification for categorical outcomes (e.g., BBB penetration, CYP inhibition). Dataset: cyp2c19_veith. (1) The drug is COc1ccccc1CNCCCCCCNCCCCCCCCNCCCCCCNCc1ccccc1OC. The result is 0 (non-inhibitor). (2) The compound is Cc1cccc(NC(=O)CCSc2nc(C)cc(C)n2)c1. The result is 1 (inhibitor). (3) The molecule is Cc1cc(=O)oc(C)c1C(=O)NCc1cccnc1. The result is 0 (non-inhibitor). (4) The compound is CCCC(=O)NCCc1c2n(c3ccc(OC)cc13)CCCc1ccccc1-2. The result is 1 (inhibitor). (5) The molecule is Cc1nc2ccccn2c1/C(O)=C1\C(=O)C(=O)N(CCCn2ccnc2)C1c1ccncc1. The result is 0 (non-inhibitor).